From a dataset of Full USPTO retrosynthesis dataset with 1.9M reactions from patents (1976-2016). Predict the reactants needed to synthesize the given product. (1) Given the product [OH:1][C@:2]([C:7]1[CH:12]=[CH:11][CH:10]=[CH:9][CH:8]=1)([CH3:6])[C:3]([OH:5])=[O:4], predict the reactants needed to synthesize it. The reactants are: [OH:1][C@:2]([C:7]1[CH:12]=[CH:11][CH:10]=[CH:9][CH:8]=1)([CH3:6])[C:3]([OH:5])=[O:4].C1([C@@H](N)C)C2C(=CC=CC=2)C=CC=1.S(=O)(=O)(O)O. (2) Given the product [CH3:1][O:2][C:3]1[CH:4]=[C:5]([CH:10]=[CH:11][C:12]=1[CH2:13][Br:14])[C:6]([O:8][CH3:9])=[O:7], predict the reactants needed to synthesize it. The reactants are: [CH3:1][O:2][C:3]1[CH:4]=[C:5]([CH:10]=[CH:11][C:12]=1[CH3:13])[C:6]([O:8][CH3:9])=[O:7].[BrH:14].OO.S(=O)(=O)(O)O.C(=O)(O)[O-].[Na+].